This data is from Full USPTO retrosynthesis dataset with 1.9M reactions from patents (1976-2016). The task is: Predict the reactants needed to synthesize the given product. (1) Given the product [CH3:1][C:2]1[N:7]=[CH:6][C:5]([C:8]([Cl:14])=[O:10])=[CH:4][CH:3]=1, predict the reactants needed to synthesize it. The reactants are: [CH3:1][C:2]1[N:7]=[CH:6][C:5]([C:8]([OH:10])=O)=[CH:4][CH:3]=1.C(Cl)(=O)C([Cl:14])=O. (2) Given the product [C:19]([O:11][C:9]1[CH:8]=[CH:7][C:3]([C:4]([OH:6])=[O:5])=[C:2]([F:1])[CH:10]=1)(=[O:21])[CH3:20], predict the reactants needed to synthesize it. The reactants are: [F:1][C:2]1[CH:10]=[C:9]([OH:11])[CH:8]=[CH:7][C:3]=1[C:4]([OH:6])=[O:5].C(N(CC)CC)C.[C:19](OC(=O)C)(=[O:21])[CH3:20].